Dataset: Reaction yield outcomes from USPTO patents with 853,638 reactions. Task: Predict the reaction yield, written as a fraction of the theoretical maximum amount of product (1.0 means a 100% yield; for example, 0.34 means a 34% yield). (1) The reactants are Br[CH2:2][C:3]1[CH:12]=[C:11]2[C:6]([C:7]([C:16]3[CH:21]=[CH:20][C:19]([F:22])=[CH:18][CH:17]=3)=[CH:8][C:9]([C:13]([NH2:15])=[O:14])=[N:10]2)=[CH:5][CH:4]=1.[N:23]1[CH:28]=[C:27](B(O)O)[CH:26]=[N:25][CH:24]=1.C([O-])([O-])=O.[Na+].[Na+]. The catalyst is C1C=CC([P]([Pd]([P](C2C=CC=CC=2)(C2C=CC=CC=2)C2C=CC=CC=2)([P](C2C=CC=CC=2)(C2C=CC=CC=2)C2C=CC=CC=2)[P](C2C=CC=CC=2)(C2C=CC=CC=2)C2C=CC=CC=2)(C2C=CC=CC=2)C2C=CC=CC=2)=CC=1. The product is [F:22][C:19]1[CH:20]=[CH:21][C:16]([C:7]2[C:6]3[C:11](=[CH:12][C:3]([CH2:2][C:27]4[CH:28]=[N:23][CH:24]=[N:25][CH:26]=4)=[CH:4][CH:5]=3)[N:10]=[C:9]([C:13]([NH2:15])=[O:14])[CH:8]=2)=[CH:17][CH:18]=1. The yield is 0.0818. (2) The reactants are [CH3:1][O:2][C:3]1[C:4]([NH:15][C:16](=[O:20])OCC)=[N:5][C:6]2[C:11]([N:12]=1)=[CH:10][C:9]([O:13][CH3:14])=[CH:8][CH:7]=2.[C:21]([C:24]1[CH:29]=[CH:28][C:27]([N:30]2[CH2:35][CH2:34][NH:33][CH2:32][CH2:31]2)=[CH:26][CH:25]=1)(=[O:23])[CH3:22]. No catalyst specified. The product is [CH3:1][O:2][C:3]1[C:4]([NH:15][C:16]([N:33]2[CH2:32][CH2:31][N:30]([C:27]3[CH:26]=[CH:25][C:24]([C:21](=[O:23])[CH3:22])=[CH:29][CH:28]=3)[CH2:35][CH2:34]2)=[O:20])=[N:5][C:6]2[C:11]([N:12]=1)=[CH:10][C:9]([O:13][CH3:14])=[CH:8][CH:7]=2. The yield is 0.930.